This data is from Forward reaction prediction with 1.9M reactions from USPTO patents (1976-2016). The task is: Predict the product of the given reaction. (1) Given the reactants [Cl:1][C:2]1[CH:3]=[C:4]([N:8]2[C:12]([C:13]3[CH:18]=[CH:17][CH:16]=[C:15]([O:19][CH2:20][CH2:21][OH:22])[CH:14]=3)=[CH:11][C:10]([C:23]([O:25]CC)=[O:24])=[N:9]2)[CH:5]=[CH:6][CH:7]=1.ClC1C=C(N2C(C3C=C(F)C=C(Cl)C=3)=CC(C(O)=O)=N2)C=CC=1F, predict the reaction product. The product is: [Cl:1][C:2]1[CH:3]=[C:4]([N:8]2[C:12]([C:13]3[CH:18]=[CH:17][CH:16]=[C:15]([O:19][CH2:20][CH2:21][OH:22])[CH:14]=3)=[CH:11][C:10]([C:23]([OH:25])=[O:24])=[N:9]2)[CH:5]=[CH:6][CH:7]=1. (2) Given the reactants [F:1][C:2]1[CH:3]=[C:4]2[C:8](=[C:9]([C:11]([OH:13])=O)[CH:10]=1)[NH:7][CH:6]=[CH:5]2.[C:14]([C:18]1[CH:37]=[CH:36][C:21]([CH2:22][NH:23][CH2:24][CH2:25][C:26]2[CH:31]=[CH:30][CH:29]=[C:28]([C:32]([F:35])([F:34])[F:33])[CH:27]=2)=[CH:20][CH:19]=1)([CH3:17])([CH3:16])[CH3:15].CCN=C=NCCCN(C)C.Cl, predict the reaction product. The product is: [C:14]([C:18]1[CH:37]=[CH:36][C:21]([CH2:22][N:23]([CH2:24][CH2:25][C:26]2[CH:31]=[CH:30][CH:29]=[C:28]([C:32]([F:35])([F:33])[F:34])[CH:27]=2)[C:11]([C:9]2[CH:10]=[C:2]([F:1])[CH:3]=[C:4]3[C:8]=2[NH:7][CH:6]=[CH:5]3)=[O:13])=[CH:20][CH:19]=1)([CH3:17])([CH3:15])[CH3:16]. (3) Given the reactants Br[C:2]1[CH:3]=[C:4]([NH:24][CH2:25][CH2:26][C:27]([F:30])([F:29])[F:28])[C:5]2[N:6]([C:8]([C:11]3[CH:22]=[CH:21][C:14]([C:15]([NH:17][CH:18]4[CH2:20][CH2:19]4)=[O:16])=[C:13]([CH3:23])[CH:12]=3)=[CH:9][N:10]=2)[CH:7]=1.[OH:31][CH2:32][C:33]1[CH:38]=[CH:37][CH:36]=[CH:35][C:34]=1B(O)O.C(=O)([O-])[O-].[K+].[K+], predict the reaction product. The product is: [CH:18]1([NH:17][C:15](=[O:16])[C:14]2[CH:21]=[CH:22][C:11]([C:8]3[N:6]4[CH:7]=[C:2]([C:34]5[CH:35]=[CH:36][CH:37]=[CH:38][C:33]=5[CH2:32][OH:31])[CH:3]=[C:4]([NH:24][CH2:25][CH2:26][C:27]([F:30])([F:29])[F:28])[C:5]4=[N:10][CH:9]=3)=[CH:12][C:13]=2[CH3:23])[CH2:20][CH2:19]1.